Dataset: Forward reaction prediction with 1.9M reactions from USPTO patents (1976-2016). Task: Predict the product of the given reaction. (1) The product is: [Br:27][C:12]1[N:8]([C:5]2[CH:4]=[CH:3][C:2]([F:1])=[CH:7][CH:6]=2)[CH:9]=[N:10][C:11]=1[C:13]1[CH:18]=[CH:17][C:16]([F:19])=[CH:15][CH:14]=1. Given the reactants [F:1][C:2]1[CH:7]=[CH:6][C:5]([N:8]2[CH:12]=[C:11]([C:13]3[CH:18]=[CH:17][C:16]([F:19])=[CH:15][CH:14]=3)[N:10]=[CH:9]2)=[CH:4][CH:3]=1.C1C(=O)N([Br:27])C(=O)C1, predict the reaction product. (2) Given the reactants [CH3:1][O:2][C:3]1[C:18]([N+:19]([O-])=O)=[CH:17][C:6]2[N:7]([CH3:16])[C:8](=[O:15])[CH2:9][N:10]([CH2:12][C:13]#[N:14])[CH2:11][C:5]=2[CH:4]=1.O.NN.C(O)C, predict the reaction product. The product is: [NH2:19][C:18]1[C:3]([O:2][CH3:1])=[CH:4][C:5]2[CH2:11][N:10]([CH2:12][C:13]#[N:14])[CH2:9][C:8](=[O:15])[N:7]([CH3:16])[C:6]=2[CH:17]=1.